From a dataset of Full USPTO retrosynthesis dataset with 1.9M reactions from patents (1976-2016). Predict the reactants needed to synthesize the given product. Given the product [Cl:1][C:2]1[C:6]([CH3:7])=[CH:5][S:4][C:3]=1[CH2:8][N:9]1[C:14](=[O:15])[C:13]([C:16]([OH:18])=[O:17])=[CH:12][N:11]([C:21]2[CH:32]=[CH:31][C:24]3[N:25]([CH3:30])[C:26](=[O:29])[N:27]([CH3:28])[C:23]=3[CH:22]=2)[C:10]1=[O:33], predict the reactants needed to synthesize it. The reactants are: [Cl:1][C:2]1[C:6]([CH3:7])=[CH:5][S:4][C:3]=1[CH2:8][N:9]1[C:14](=[O:15])[C:13]([C:16]([O:18]CC)=[O:17])=[CH:12][N:11]([C:21]2[CH:32]=[CH:31][C:24]3[N:25]([CH3:30])[C:26](=[O:29])[N:27]([CH3:28])[C:23]=3[CH:22]=2)[C:10]1=[O:33].Cl.O.